From a dataset of Catalyst prediction with 721,799 reactions and 888 catalyst types from USPTO. Predict which catalyst facilitates the given reaction. (1) Reactant: [CH3:1][N:2]([S:23]([C:26]1[CH:31]=[CH:30][CH:29]=[CH:28][C:27]=1[C:32]([F:35])([F:34])[F:33])(=[O:25])=[O:24])[C:3]1[CH:4]=[CH:5][CH:6]=[C:7]2[C:11]=1[NH:10][C:9]([C:12]1[S:13][CH:14]([CH2:17][C:18]([O:20]CC)=[O:19])[CH2:15][N:16]=1)=[CH:8]2.[OH-].[K+].C(O)(=O)CC(CC(O)=O)(C(O)=O)O. Product: [CH3:1][N:2]([S:23]([C:26]1[CH:31]=[CH:30][CH:29]=[CH:28][C:27]=1[C:32]([F:35])([F:34])[F:33])(=[O:25])=[O:24])[C:3]1[CH:4]=[CH:5][CH:6]=[C:7]2[C:11]=1[NH:10][C:9]([C:12]1[S:13][CH:14]([CH2:17][C:18]([OH:20])=[O:19])[CH2:15][N:16]=1)=[CH:8]2. The catalyst class is: 83. (2) Reactant: [C:1]([O:5][C:6]([N:8]1[CH2:13][CH2:12][CH:11]([C:14]2[S:15][C:16]([CH2:20][OH:21])=[C:17]([CH3:19])[N:18]=2)[CH2:10][CH2:9]1)=[O:7])([CH3:4])([CH3:3])[CH3:2].[N:22]1([C:27]2[CH:32]=[CH:31][C:30](O)=[CH:29][CH:28]=2)[CH:26]=[N:25][N:24]=[N:23]1.C1(P(C2C=CC=CC=2)C2C=CC=CC=2)C=CC=CC=1.ClC1C(Cl)=CN=C(N2CCC(C3SC=C(COC4C=CC(N5C=NN=N5)=CC=4)N=3)CC2)N=1. Product: [C:1]([O:5][C:6]([N:8]1[CH2:9][CH2:10][CH:11]([C:14]2[S:15][C:16]([CH2:20][O:21][C:30]3[CH:31]=[CH:32][C:27]([N:22]4[CH:26]=[N:25][N:24]=[N:23]4)=[CH:28][CH:29]=3)=[C:17]([CH3:19])[N:18]=2)[CH2:12][CH2:13]1)=[O:7])([CH3:4])([CH3:2])[CH3:3]. The catalyst class is: 1. (3) The catalyst class is: 49. Reactant: [H-].[Na+].[OH:3][C@@H:4]([CH2:15][O:16][C@H:17]([CH3:30])[CH2:18][O:19][Si:20]([CH:27]([CH3:29])[CH3:28])([CH:24]([CH3:26])[CH3:25])[CH:21]([CH3:23])[CH3:22])[C:5]([NH:7][C:8]1[CH:13]=[N:12][C:11]([CH3:14])=[CH:10][N:9]=1)=[O:6].[Br:31][C:32]1[CH:37]=[CH:36][CH:35]=[C:34]([Cl:38])[C:33]=1[N:39]1[C:43]2=[N:44][CH:45]=[N:46][C:47](Cl)=[C:42]2[CH:41]=[N:40]1. Product: [Br:31][C:32]1[CH:37]=[CH:36][CH:35]=[C:34]([Cl:38])[C:33]=1[N:39]1[C:43]2[N:44]=[CH:45][N:46]=[C:47]([O:3][C@@H:4]([CH2:15][O:16][C@H:17]([CH3:30])[CH2:18][O:19][Si:20]([CH:27]([CH3:29])[CH3:28])([CH:21]([CH3:23])[CH3:22])[CH:24]([CH3:26])[CH3:25])[C:5]([NH:7][C:8]3[CH:13]=[N:12][C:11]([CH3:14])=[CH:10][N:9]=3)=[O:6])[C:42]=2[CH:41]=[N:40]1. (4) Reactant: [NH:1]1[CH2:6][CH2:5][CH:4]([C:7]([O:9][CH2:10][C:11]2[CH:16]=[CH:15][CH:14]=[CH:13][CH:12]=2)=[O:8])[CH2:3][CH2:2]1.CCN(C(C)C)C(C)C.Cl[S:27]([CH2:30][C:31]([O:33][CH2:34][CH3:35])=[O:32])(=[O:29])=[O:28]. Product: [CH2:34]([O:33][C:31](=[O:32])[CH2:30][S:27]([N:1]1[CH2:2][CH2:3][CH:4]([C:7]([O:9][CH2:10][C:11]2[CH:12]=[CH:13][CH:14]=[CH:15][CH:16]=2)=[O:8])[CH2:5][CH2:6]1)(=[O:29])=[O:28])[CH3:35]. The catalyst class is: 2. (5) Reactant: [F:1][C:2]([F:16])([F:15])[C:3]([NH:5][C:6]1[CH:11]=[CH:10][N:9]2[N:12]=[CH:13][CH:14]=[C:8]2[CH:7]=1)=[O:4].C1C(=O)N([Cl:24])C(=O)C1. Product: [Cl:24][C:14]1[CH:13]=[N:12][N:9]2[CH:10]=[CH:11][C:6]([NH:5][C:3](=[O:4])[C:2]([F:1])([F:15])[F:16])=[CH:7][C:8]=12. The catalyst class is: 10. (6) Reactant: FC(F)(F)C(O)=O.COC[O:11][CH2:12][C@:13]1([CH3:24])[O:17][C:16]2=[N:18][C:19]([N+:21]([O-:23])=[O:22])=[CH:20][N:15]2[CH2:14]1. Product: [OH:11][CH2:12][C@:13]1([CH3:24])[O:17][C:16]2=[N:18][C:19]([N+:21]([O-:23])=[O:22])=[CH:20][N:15]2[CH2:14]1. The catalyst class is: 2. (7) Reactant: FC(F)(F)C(O)=O.[CH3:8][NH:9][C:10]([C:12]1[CH:13]=[CH:14][C:15]([CH2:18][C:19]2[CH:36]=[CH:35][C:22]3[CH2:23][CH2:24][N:25](C(OC(C)(C)C)=O)[CH2:26][CH2:27][C:21]=3[CH:20]=2)=[N:16][CH:17]=1)=[O:11]. Product: [CH3:8][NH:9][C:10]([C:12]1[CH:17]=[N:16][C:15]([CH2:18][C:19]2[CH:36]=[CH:35][C:22]3[CH2:23][CH2:24][NH:25][CH2:26][CH2:27][C:21]=3[CH:20]=2)=[CH:14][CH:13]=1)=[O:11]. The catalyst class is: 4. (8) Reactant: [CH3:1][O:2][C:3]1[CH:4]=[C:5]2[C:10](=[CH:11][CH:12]=1)[N:9]=[C:8]([NH:13][CH:14]1[CH2:19][CH2:18][CH2:17][CH:16]([NH2:20])[CH2:15]1)[CH:7]=[C:6]2[CH3:21].[C:22]([N:25]1[C:33]2[C:28](=[CH:29][CH:30]=[CH:31][CH:32]=2)[C:27]([CH:34]=O)=[CH:26]1)(=[O:24])[CH3:23].C([BH3-])#N.[Na+]. Product: [C:22]([N:25]1[C:33]2[C:28](=[CH:29][CH:30]=[CH:31][CH:32]=2)[C:27]([CH2:34][NH:20][CH:16]2[CH2:17][CH2:18][CH2:19][CH:14]([NH:13][C:8]3[CH:7]=[C:6]([CH3:21])[C:5]4[C:10](=[CH:11][CH:12]=[C:3]([O:2][CH3:1])[CH:4]=4)[N:9]=3)[CH2:15]2)=[CH:26]1)(=[O:24])[CH3:23]. The catalyst class is: 52.